Dataset: Full USPTO retrosynthesis dataset with 1.9M reactions from patents (1976-2016). Task: Predict the reactants needed to synthesize the given product. (1) Given the product [I:15][C:30]1[CH:35]=[CH:34][C:33]([CH2:38][C:39]([NH:14][NH:13][C:11](=[O:12])[CH2:10][S:7]([C:1]2[CH:2]=[CH:3][CH:4]=[CH:5][CH:6]=2)(=[O:8])=[O:9])=[O:40])=[CH:32][CH:31]=1, predict the reactants needed to synthesize it. The reactants are: [C:1]1([S:7]([CH2:10][C:11]([NH:13][NH2:14])=[O:12])(=[O:9])=[O:8])[CH:6]=[CH:5][CH:4]=[CH:3][CH:2]=1.[I:15]C(C1C=CC=CC=1)C(O)=O.ON1[C:31]2[CH:32]=[CH:33][CH:34]=[CH:35][C:30]=2N=N1.CN1CC[O:40][CH2:39][CH2:38]1.CCN=C=NCCCN(C)C.[NH4+].[Cl-]. (2) Given the product [CH2:3]([O:25][C:24]([C:23]1[C:17]2[O:16][B:15]([OH:27])[C@@H:14]([NH:13][C:11](=[O:12])[CH2:10][C:6]3[CH:5]=[C:4]4[C:9](=[CH:8][CH:7]=3)[CH2:1][NH:2][CH2:3]4)[CH2:19][C:18]=2[CH:20]=[CH:21][CH:22]=1)=[O:26])[CH2:4][CH2:5][CH3:6], predict the reactants needed to synthesize it. The reactants are: [CH2:1]1[C:9]2[C:4](=[CH:5][C:6]([CH2:10][C:11]([NH:13][C@H:14]3[CH2:19][C:18]4[CH:20]=[CH:21][CH:22]=[C:23]([C:24]([OH:26])=[O:25])[C:17]=4[O:16][B:15]3[OH:27])=[O:12])=[CH:7][CH:8]=2)[CH2:3][NH:2]1. (3) Given the product [F:22][C:13]1[CH:14]=[CH:15][C:16]([C:18]([F:21])([F:20])[F:19])=[CH:17][C:12]=1[C:4]1[CH:3]=[C:2]([NH:23][C:24]2[CH:29]=[CH:28][N:27]=[CH:26][C:25]=2[CH2:30][OH:31])[C:11]2[C:6](=[N:7][CH:8]=[CH:9][CH:10]=2)[N:5]=1, predict the reactants needed to synthesize it. The reactants are: Cl[C:2]1[C:11]2[C:6](=[N:7][CH:8]=[CH:9][CH:10]=2)[N:5]=[C:4]([C:12]2[CH:17]=[C:16]([C:18]([F:21])([F:20])[F:19])[CH:15]=[CH:14][C:13]=2[F:22])[CH:3]=1.[NH2:23][C:24]1[CH:29]=[CH:28][N:27]=[CH:26][C:25]=1[CH2:30][OH:31].CC1(C)C2C(=C(P(C3C=CC=CC=3)C3C=CC=CC=3)C=CC=2)OC2C(P(C3C=CC=CC=3)C3C=CC=CC=3)=CC=CC1=2.